This data is from Peptide-MHC class II binding affinity with 134,281 pairs from IEDB. The task is: Regression. Given a peptide amino acid sequence and an MHC pseudo amino acid sequence, predict their binding affinity value. This is MHC class II binding data. The peptide sequence is GELQIVDLIDAAFKI. The MHC is DRB1_0802 with pseudo-sequence DRB1_0802. The binding affinity (normalized) is 0.499.